From a dataset of Catalyst prediction with 721,799 reactions and 888 catalyst types from USPTO. Predict which catalyst facilitates the given reaction. (1) Reactant: [CH3:1][C:2]1[CH:7]=[CH:6][C:5]([S:8]([NH:11][CH2:12][C:13]([O:15][CH3:16])=[O:14])(=[O:10])=[O:9])=[CH:4][CH:3]=1.[H-].[Na+].Br[CH2:20][C:21]1[CH:30]=[C:29]([N+:31]([O-:33])=[O:32])[CH:28]=[CH:27][C:22]=1[C:23]([O:25][CH3:26])=[O:24]. Product: [CH3:16][O:15][C:13](=[O:14])[CH2:12][N:11]([CH2:20][C:21]1[CH:30]=[C:29]([N+:31]([O-:33])=[O:32])[CH:28]=[CH:27][C:22]=1[C:23]([O:25][CH3:26])=[O:24])[S:8]([C:5]1[CH:6]=[CH:7][C:2]([CH3:1])=[CH:3][CH:4]=1)(=[O:10])=[O:9]. The catalyst class is: 3. (2) Reactant: [N+:1]([C:4]1[CH:5]=[CH:6][C:7]([NH2:10])=[N:8][CH:9]=1)([O-:3])=[O:2].C[Si]([N-][Si](C)(C)C)(C)C.[Na+].[C:21](O[C:21]([O:23][C:24]([CH3:27])([CH3:26])[CH3:25])=[O:22])([O:23][C:24]([CH3:27])([CH3:26])[CH3:25])=[O:22]. Product: [N+:1]([C:4]1[CH:5]=[CH:6][C:7]([NH:10][C:21](=[O:22])[O:23][C:24]([CH3:27])([CH3:26])[CH3:25])=[N:8][CH:9]=1)([O-:3])=[O:2]. The catalyst class is: 1. (3) Reactant: [CH3:1][C:2]1[C:7]([CH3:8])=[CH:6][CH:5]=[CH:4][C:3]=1[C@@H:9]([OH:26])[C@@H:10]1[CH2:14][CH2:13][C:12](=[O:15])[N:11]1[CH2:16][CH2:17][NH:18][C:19](=[O:25])[O:20][C:21]([CH3:24])([CH3:23])[CH3:22].CCN(CC)CC.[CH3:34][S:35](Cl)(=[O:37])=[O:36]. Product: [CH3:34][S:35]([O:26][C@@H:9]([C@@H:10]1[CH2:14][CH2:13][C:12](=[O:15])[N:11]1[CH2:16][CH2:17][NH:18][C:19]([O:20][C:21]([CH3:22])([CH3:23])[CH3:24])=[O:25])[C:3]1[CH:4]=[CH:5][CH:6]=[C:7]([CH3:8])[C:2]=1[CH3:1])(=[O:37])=[O:36]. The catalyst class is: 79. (4) Reactant: Cl.[F:2][C@@H:3]1[C@@H:8]([C:9]2[CH:14]=[CH:13][C:12]([O:15][CH3:16])=[C:11]([F:17])[CH:10]=2)[CH2:7][CH2:6][NH:5][CH2:4]1.Br[CH:19]1[CH2:23][CH2:22][N:21]([CH2:24][C:25]2[CH:30]=[CH:29][C:28]([CH3:31])=[C:27]([F:32])[CH:26]=2)[C:20]1=[O:33].CCN(C(C)C)C(C)C. Product: [F:2][C@@H:3]1[C@@H:8]([C:9]2[CH:14]=[CH:13][C:12]([O:15][CH3:16])=[C:11]([F:17])[CH:10]=2)[CH2:7][CH2:6][N:5]([CH:19]2[CH2:23][CH2:22][N:21]([CH2:24][C:25]3[CH:30]=[CH:29][C:28]([CH3:31])=[C:27]([F:32])[CH:26]=3)[C:20]2=[O:33])[CH2:4]1. The catalyst class is: 3. (5) Reactant: [Cl:1][C:2]1[C:3]([C:9]([F:12])([F:11])[F:10])=[N:4][NH:5][C:6]=1[CH2:7][CH3:8].C([O-])([O-])=O.[K+].[K+].[Cl:19][C:20]1[CH:25]=[CH:24][C:23]([N:26]2[CH2:31][CH2:30][N:29]([C:32](=[O:34])[CH3:33])[CH2:28][CH2:27]2)=[CH:22][C:21]=1[O:35][CH3:36].CN(C=O)C. Product: [Cl:19][C:20]1[CH:25]=[CH:24][C:23]([N:26]2[CH2:31][CH2:30][N:29]([C:32](=[O:34])[CH2:33][N:5]3[C:6]([CH2:7][CH3:8])=[C:2]([Cl:1])[C:3]([C:9]([F:10])([F:12])[F:11])=[N:4]3)[CH2:28][CH2:27]2)=[CH:22][C:21]=1[O:35][CH3:36]. The catalyst class is: 195. (6) Product: [CH2:1]([C:3]1[CH:7]=[C:6]([CH2:8][CH3:9])[N:5]([CH2:10][C:11]([N:45]2[CH2:46][CH2:47][CH:42]([C:39]3[S:40][CH:41]=[C:37]([C:35]([N:34]([CH3:33])[C@H:48]4[C:57]5[C:52](=[CH:53][CH:54]=[CH:55][CH:56]=5)[CH2:51][CH2:50][CH2:49]4)=[O:36])[N:38]=3)[CH2:43][CH2:44]2)=[O:13])[N:4]=1)[CH3:2]. The catalyst class is: 13. Reactant: [CH2:1]([C:3]1[CH:7]=[C:6]([CH2:8][CH3:9])[N:5]([CH2:10][C:11]([OH:13])=O)[N:4]=1)[CH3:2].CCCP1(OP(CCC)(=O)OP(CCC)(=O)O1)=O.Cl.[CH3:33][N:34]([C@H:48]1[C:57]2[C:52](=[CH:53][CH:54]=[CH:55][CH:56]=2)[CH2:51][CH2:50][CH2:49]1)[C:35]([C:37]1[N:38]=[C:39]([CH:42]2[CH2:47][CH2:46][NH:45][CH2:44][CH2:43]2)[S:40][CH:41]=1)=[O:36].C(N(CC)CC)C.